Dataset: Forward reaction prediction with 1.9M reactions from USPTO patents (1976-2016). Task: Predict the product of the given reaction. (1) Given the reactants [C:1]1([S-:7])[CH:6]=[CH:5][CH:4]=[CH:3][CH:2]=1.[Na+].Cl[C:10]1[CH:15]=[CH:14][C:13]([CH3:16])=[CH:12][C:11]=1[N+:17]([O-:19])=[O:18], predict the reaction product. The product is: [CH3:16][C:13]1[CH:14]=[CH:15][C:10]([S:7][C:1]2[CH:6]=[CH:5][CH:4]=[CH:3][CH:2]=2)=[C:11]([N+:17]([O-:19])=[O:18])[CH:12]=1. (2) Given the reactants CON(C)[C:4]([C:6]1[CH:7]=[CH:8][C:9]2[O:13][C:12]([CH2:14][CH2:15][N:16]3[CH2:20][CH2:19][CH2:18][C@H:17]3[CH3:21])=[CH:11][C:10]=2[CH:22]=1)=[O:5].[CH3:24][N:25]([CH3:34])[C:26]1[CH:31]=[CH:30][C:29]([Mg]Br)=[CH:28][CH:27]=1, predict the reaction product. The product is: [CH3:24][N:25]([CH3:34])[C:26]1[CH:31]=[CH:30][C:29]([C:4]([C:6]2[CH:7]=[CH:8][C:9]3[O:13][C:12]([CH2:14][CH2:15][N:16]4[CH2:20][CH2:19][CH2:18][C@H:17]4[CH3:21])=[CH:11][C:10]=3[CH:22]=2)=[O:5])=[CH:28][CH:27]=1. (3) Given the reactants [CH3:1][O:2][C:3]1[C:4]2[CH2:5][C:6]3[CH2:10][N:9]([C@@H:11]([CH2:15][CH:16]4[CH2:21][CH2:20][CH2:19][CH2:18][CH2:17]4)[C:12](O)=[O:13])[C:8](=[O:22])[C:7]=3[O:23][C:24]=2[CH:25]=[CH:26][CH:27]=1.C(Cl)(=O)C(Cl)=O.[NH2:34][C:35]1[CH:40]=[CH:39][CH:38]=[CH:37][N:36]=1, predict the reaction product. The product is: [CH:16]1([CH2:15][C@H:11]([N:9]2[CH2:10][C:6]3[CH2:5][C:4]4[C:3]([O:2][CH3:1])=[CH:27][CH:26]=[CH:25][C:24]=4[O:23][C:7]=3[C:8]2=[O:22])[C:12]([NH:34][C:35]2[CH:40]=[CH:39][CH:38]=[CH:37][N:36]=2)=[O:13])[CH2:17][CH2:18][CH2:19][CH2:20][CH2:21]1. (4) Given the reactants [CH2:1]([O:3][CH:4]([O:7][CH2:8][CH3:9])[CH:5]=[CH2:6])[CH3:2].C12BC(CCC1)CCC2.B.Cl[C:21]1[CH:30]=[CH:29][C:28]2[C:23](=[CH:24][C:25]([CH3:31])=[CH:26][CH:27]=2)[N:22]=1.C1(P(C2CCCCC2)C2CCCCC2)CCCCC1.C(=O)([O-])[O-].[K+].[K+].O, predict the reaction product. The product is: [CH2:1]([O:3][CH:4]([O:7][CH2:8][CH3:9])[CH2:5][CH2:6][C:21]1[CH:30]=[CH:29][C:28]2[C:23](=[CH:24][C:25]([CH3:31])=[CH:26][CH:27]=2)[N:22]=1)[CH3:2].